This data is from Full USPTO retrosynthesis dataset with 1.9M reactions from patents (1976-2016). The task is: Predict the reactants needed to synthesize the given product. (1) Given the product [O:31]([CH2:30][CH2:29][CH:23]([CH2:22][C:21]1[CH:38]=[CH:39][C:18]([O:17][CH2:2][CH2:3][O:4][CH:5]2[CH2:10][CH2:9][CH2:8][CH2:7][O:6]2)=[CH:19][CH:20]=1)[C:24]([O:26][CH2:27][CH3:28])=[O:25])[C:32]1[CH:33]=[CH:34][CH:35]=[CH:36][CH:37]=1, predict the reactants needed to synthesize it. The reactants are: Br[CH2:2][CH2:3][O:4][CH:5]1[CH2:10][CH2:9][CH2:8][CH2:7][O:6]1.C(=O)([O-])[O-].[K+].[K+].[OH:17][C:18]1[CH:39]=[CH:38][C:21]([CH2:22][CH:23]([CH2:29][CH2:30][O:31][C:32]2[CH:37]=[CH:36][CH:35]=[CH:34][CH:33]=2)[C:24]([O:26][CH2:27][CH3:28])=[O:25])=[CH:20][CH:19]=1.CC(N(C)C)=O. (2) Given the product [Cl:29][C:26]1[CH:27]=[CH:28][C:23]([CH2:22][N:21]2[C:20]3[C:19](=[O:30])[N:18]([CH2:31][CH2:32][O:33][CH2:34][CH2:35][O:36][CH:37]4[CH2:42][CH2:41][CH2:40][CH2:39][O:38]4)[C:17](=[O:43])[N:16]([CH3:44])[C:15]=3[N:14]=[C:13]2[O:8][CH2:7][C:3]2[CH:4]=[CH:5][CH:6]=[C:1]([CH3:9])[CH:2]=2)=[CH:24][CH:25]=1, predict the reactants needed to synthesize it. The reactants are: [C:1]1([CH3:9])[CH:6]=[CH:5][CH:4]=[C:3]([CH2:7][OH:8])[CH:2]=1.[H-].[Na+].Br[C:13]1[N:21]([CH2:22][C:23]2[CH:28]=[CH:27][C:26]([Cl:29])=[CH:25][CH:24]=2)[C:20]2[C:19](=[O:30])[N:18]([CH2:31][CH2:32][O:33][CH2:34][CH2:35][O:36][CH:37]3[CH2:42][CH2:41][CH2:40][CH2:39][O:38]3)[C:17](=[O:43])[N:16]([CH3:44])[C:15]=2[N:14]=1.[Cl-].[NH4+]. (3) Given the product [CH2:15]([N:8]1[C:7]2[N:6]=[C:5]3[S:1][CH:2]=[CH:3][C:4]3=[C:16]([C:17]([OH:19])=[O:18])[C:15]=2[C:14]2[C:9]1=[CH:10][CH:11]=[CH:12][CH:13]=2)[C:14]1[CH:9]=[CH:10][CH:11]=[CH:12][CH:13]=1, predict the reactants needed to synthesize it. The reactants are: [S:1]1[C:5]2=[N:6][C:7]3[NH:8][C:9]4[C:14]([C:15]=3[C:16]([C:17]([O:19]C)=[O:18])=[C:4]2[CH:3]=[CH:2]1)=[CH:13][CH:12]=[CH:11][CH:10]=4.Cl. (4) The reactants are: [O:1]=[C:2]1[C:6]([C:13]2[CH:18]=[CH:17][CH:16]=[CH:15][CH:14]=2)([C:7]2[CH:12]=[CH:11][CH:10]=[CH:9][CH:8]=2)[CH2:5][CH2:4][N:3]1[CH2:19][C:20]([OH:22])=O.FC1C=CC(C2(C3C=CC(F)=CC=3)CCN(CC(O)=O)C2=O)=CC=1.O[NH:48]/[C:49](=[N:57]\[H])/[C:50]1[CH:55]=[CH:54][C:53]([CH3:56])=[CH:52][CH:51]=1.ON/C(=N\[H])/C1C=CC(C(F)(F)F)=CC=1. Given the product [CH3:56][C:53]1[CH:54]=[CH:55][C:50]([C:49]2[N:57]=[C:20]([CH2:19][N:3]3[CH2:4][CH2:5][C:6]([C:13]4[CH:14]=[CH:15][CH:16]=[CH:17][CH:18]=4)([C:7]4[CH:8]=[CH:9][CH:10]=[CH:11][CH:12]=4)[C:2]3=[O:1])[O:22][N:48]=2)=[CH:51][CH:52]=1, predict the reactants needed to synthesize it. (5) Given the product [CH:1]1([N:6]2[C:14]3[C:9](=[CH:10][CH:11]=[CH:12][C:13]=3[F:15])[C:8]([C:16]3[CH:21]=[CH:20][C:19]([OH:22])=[CH:18][C:17]=3[OH:24])=[N:7]2)[CH2:2][CH2:3][CH2:4][CH2:5]1, predict the reactants needed to synthesize it. The reactants are: [CH:1]1([N:6]2[C:14]3[C:9](=[CH:10][CH:11]=[CH:12][C:13]=3[F:15])[C:8]([C:16]3[CH:21]=[CH:20][C:19]([O:22]C)=[CH:18][C:17]=3[O:24]C)=[N:7]2)[CH2:5][CH2:4][CH2:3][CH2:2]1.B(Br)(Br)Br.C1CCCCC=1. (6) Given the product [CH3:37][O:36][C:34](=[O:35])[CH2:33][CH2:32][S:31][CH2:2][CH2:3][C:4]1[CH:9]=[CH:8][C:7]([C:10]([CH2:13][CH3:14])([C:15]2[CH:20]=[CH:19][C:18]([CH2:21][CH2:22][CH:23]([OH:28])[C:24]([CH3:27])([CH3:26])[CH3:25])=[C:17]([CH3:29])[CH:16]=2)[CH2:11][CH3:12])=[CH:6][C:5]=1[CH3:30], predict the reactants needed to synthesize it. The reactants are: Br[CH2:2][CH2:3][C:4]1[CH:9]=[CH:8][C:7]([C:10]([C:15]2[CH:20]=[CH:19][C:18]([CH2:21][CH2:22][CH:23]([OH:28])[C:24]([CH3:27])([CH3:26])[CH3:25])=[C:17]([CH3:29])[CH:16]=2)([CH2:13][CH3:14])[CH2:11][CH3:12])=[CH:6][C:5]=1[CH3:30].[SH:31][CH2:32][CH2:33][C:34]([O:36][CH3:37])=[O:35]. (7) Given the product [S:15]1[C:19]2[CH:20]=[CH:21][CH:22]=[CH:23][C:18]=2[N:17]=[C:16]1[C:24]1[CH:32]=[CH:31][C:27]([C:28]([NH:10][S:7]([C:2]2[CH:3]=[CH:4][CH:5]=[CH:6][C:1]=2[S:11](=[O:13])(=[O:12])[NH2:14])(=[O:9])=[O:8])=[O:29])=[CH:26][CH:25]=1, predict the reactants needed to synthesize it. The reactants are: [C:1]1([S:11]([NH2:14])(=[O:13])=[O:12])[C:2]([S:7]([NH2:10])(=[O:9])=[O:8])=[CH:3][CH:4]=[CH:5][CH:6]=1.[S:15]1[C:19]2[CH:20]=[CH:21][CH:22]=[CH:23][C:18]=2[N:17]=[C:16]1[C:24]1[CH:32]=[CH:31][C:27]([C:28](O)=[O:29])=[CH:26][CH:25]=1.C(Cl)CCl.